This data is from Peptide-MHC class II binding affinity with 134,281 pairs from IEDB. The task is: Regression. Given a peptide amino acid sequence and an MHC pseudo amino acid sequence, predict their binding affinity value. This is MHC class II binding data. (1) The peptide sequence is VKDLKKIITRISAVS. The MHC is HLA-DPA10201-DPB10101 with pseudo-sequence HLA-DPA10201-DPB10101. The binding affinity (normalized) is 0.425. (2) The peptide sequence is TSSDDQITLIKTPSL. The MHC is DRB1_0405 with pseudo-sequence DRB1_0405. The binding affinity (normalized) is 0.821. (3) The peptide sequence is SWIRSCPDLKDCLID. The MHC is DRB5_0101 with pseudo-sequence DRB5_0101. The binding affinity (normalized) is 0.312. (4) The peptide sequence is QWKTANEAVQDPKFW. The MHC is HLA-DQA10601-DQB10402 with pseudo-sequence HLA-DQA10601-DQB10402. The binding affinity (normalized) is 0.190. (5) The peptide sequence is SKGDSARVTVKDVTF. The MHC is HLA-DQA10401-DQB10402 with pseudo-sequence HLA-DQA10401-DQB10402. The binding affinity (normalized) is 0.271. (6) The peptide sequence is MSLFEVDQTKIQYVI. The MHC is DRB5_0101 with pseudo-sequence DRB5_0101. The binding affinity (normalized) is 0.156. (7) The peptide sequence is APEVKYTVFETALKKAITAM. The MHC is DRB1_1201 with pseudo-sequence DRB1_1201. The binding affinity (normalized) is 0.539. (8) The peptide sequence is KRYYGTVRLKECYVQ. The MHC is DRB1_0101 with pseudo-sequence DRB1_0101. The binding affinity (normalized) is 0.494. (9) The peptide sequence is KSIIKARVVWKAIIE. The MHC is HLA-DQA10101-DQB10501 with pseudo-sequence HLA-DQA10101-DQB10501. The binding affinity (normalized) is 0.203.